This data is from Full USPTO retrosynthesis dataset with 1.9M reactions from patents (1976-2016). The task is: Predict the reactants needed to synthesize the given product. (1) Given the product [CH:33]1([CH2:32][O:24][C:5]2[CH:4]=[C:3]([O:2][CH3:1])[C:12]3[N:11]=[N:10][C:9]4=[C:13]([CH3:23])[N:14]=[C:15]([C:16]5[C:17]([CH3:22])=[N:18][CH:19]=[CH:20][CH:21]=5)[N:8]4[C:7]=3[CH:6]=2)[CH2:35][CH2:34]1, predict the reactants needed to synthesize it. The reactants are: [CH3:1][O:2][C:3]1[C:12]2[N:11]=[N:10][C:9]3=[C:13]([CH3:23])[N:14]=[C:15]([C:16]4[C:17]([CH3:22])=[N:18][CH:19]=[CH:20][CH:21]=4)[N:8]3[C:7]=2[CH:6]=[C:5]([OH:24])[CH:4]=1.C(=O)([O-])[O-].[Cs+].[Cs+].Br[CH2:32][CH:33]1[CH2:35][CH2:34]1. (2) Given the product [Br:1][C:2]1[C:3](=[O:4])[N:11]([CH2:13][CH3:14])[N:12]([CH2:15][CH3:16])[C:6](=[O:8])[CH:7]=1, predict the reactants needed to synthesize it. The reactants are: [Br:1][C:2]1[C:3](O[C:6](=[O:8])[CH:7]=1)=[O:4].C([N:11]([CH2:13][CH3:14])[NH2:12])C.[CH3:15][C:16](O)=O. (3) The reactants are: Cl.[F:2][C:3]1[CH:8]=[CH:7][C:6]([NH:9][C:10]2[CH:15]=[CH:14][N:13]=[C:12]([NH:16][C:17]3[CH:22]=[CH:21][C:20]([S:23](Cl)(=[O:25])=[O:24])=[CH:19][CH:18]=3)[N:11]=2)=[CH:5][CH:4]=1.[CH3:27][NH:28][CH:29]1[CH2:34][CH2:33][S:32][CH2:31][CH2:30]1. Given the product [F:2][C:3]1[CH:8]=[CH:7][C:6]([NH:9][C:10]2[CH:15]=[CH:14][N:13]=[C:12]([NH:16][C:17]3[CH:22]=[CH:21][C:20]([S:23]([N:28]([CH3:27])[CH:29]4[CH2:34][CH2:33][S:32][CH2:31][CH2:30]4)(=[O:25])=[O:24])=[CH:19][CH:18]=3)[N:11]=2)=[CH:5][CH:4]=1, predict the reactants needed to synthesize it. (4) Given the product [CH3:15][C:14]1[CH:13]=[CH:12][C:11]([NH:16][C:17]2[N:22]=[C:21]([NH:23][C:24]3[CH:29]=[CH:28][CH:27]=[C:26]([O:30][CH2:31][C:32]([F:34])([F:35])[F:33])[C:25]=3[S:36]([NH2:39])(=[O:38])=[O:37])[CH:20]=[CH:19][N:18]=2)=[CH:10][C:9]=1[NH:8][CH3:1], predict the reactants needed to synthesize it. The reactants are: [CH2:1]([N:8](C)[C:9]1[CH:10]=[C:11]([NH:16][C:17]2[N:22]=[C:21]([NH:23][C:24]3[CH:29]=[CH:28][CH:27]=[C:26]([O:30][CH2:31][C:32]([F:35])([F:34])[F:33])[C:25]=3[S:36]([NH2:39])(=[O:38])=[O:37])[CH:20]=[CH:19][N:18]=2)[CH:12]=[CH:13][C:14]=1[CH3:15])C1C=CC=CC=1.Cl. (5) The reactants are: [C:1]([O:5][C:6]([N:8]1[CH2:13][CH2:12][N:11]([C:14]2[CH:15]=[C:16]3[C:25](=[CH:26][C:27]=2[C:28]2[CH:33]=[CH:32][CH:31]=[CH:30][C:29]=2[F:34])[O:24][CH2:23][C:22]2[N:17]3[CH:18]([CH3:44])[C:19](=[O:43])[N:20](COCC[Si](C)(C)C)[N:21]=2)[CH2:10][CH2:9]1)=[O:7])([CH3:4])([CH3:3])[CH3:2].[F-].C([N+](CCCC)(CCCC)CCCC)CCC. Given the product [C:1]([O:5][C:6]([N:8]1[CH2:13][CH2:12][N:11]([C:14]2[CH:15]=[C:16]3[C:25](=[CH:26][C:27]=2[C:28]2[CH:33]=[CH:32][CH:31]=[CH:30][C:29]=2[F:34])[O:24][CH2:23][C:22]2[N:17]3[CH:18]([CH3:44])[C:19](=[O:43])[NH:20][N:21]=2)[CH2:10][CH2:9]1)=[O:7])([CH3:4])([CH3:2])[CH3:3], predict the reactants needed to synthesize it. (6) Given the product [CH3:1][O:2][C:3](=[O:13])[CH2:4][C:5]1[CH:9]=[C:8]([CH2:10][C:14]#[N:15])[S:7][C:6]=1[CH3:12], predict the reactants needed to synthesize it. The reactants are: [CH3:1][O:2][C:3](=[O:13])[CH2:4][C:5]1[CH:9]=[C:8]([CH2:10]Cl)[S:7][C:6]=1[CH3:12].[C-:14]#[N:15].[K+].C(Cl)(Cl)Cl.[Na+].[Cl-]. (7) Given the product [CH2:27]([O:29][C:30]1[CH:39]=[C:38]2[C:33]([CH:34]=[CH:35][C:36](/[CH:40]=[N:11]/[NH:10][C:7]3[N:6]=[CH:5][C:4]([C@@H:3]([N:12]4[CH2:16][CH2:15][C@H:14]([NH:17][C:18](=[O:24])[O:19][C:20]([CH3:22])([CH3:23])[CH3:21])[CH2:13]4)[C:2]([F:25])([F:1])[F:26])=[CH:9][CH:8]=3)=[N:37]2)=[CH:32][C:31]=1[F:42])[CH3:28], predict the reactants needed to synthesize it. The reactants are: [F:1][C:2]([F:26])([F:25])[C@H:3]([N:12]1[CH2:16][CH2:15][C@H:14]([NH:17][C:18](=[O:24])[O:19][C:20]([CH3:23])([CH3:22])[CH3:21])[CH2:13]1)[C:4]1[CH:5]=[N:6][C:7]([NH:10][NH2:11])=[CH:8][CH:9]=1.[CH2:27]([O:29][C:30]1[CH:39]=[C:38]2[C:33]([CH:34]=[CH:35][C:36]([CH:40]=O)=[N:37]2)=[CH:32][C:31]=1[F:42])[CH3:28]. (8) The reactants are: Cl.[F:2][C:3]([F:33])([F:32])[C:4]1[CH:5]=[C:6]([CH:25]=[C:26]([C:28]([F:31])([F:30])[F:29])[CH:27]=1)[CH2:7][N:8]([CH2:21][CH2:22][CH2:23][NH2:24])[C:9]([C:11]1[C:12]([Cl:20])=[N:13][C:14]([S:18][CH3:19])=[N:15][C:16]=1Cl)=[O:10].C(=O)([O-])[O-].[K+].[K+]. Given the product [F:30][C:28]([F:31])([F:29])[C:26]1[CH:25]=[C:6]([CH:5]=[C:4]([C:3]([F:33])([F:2])[F:32])[CH:27]=1)[CH2:7][N:8]1[CH2:21][CH2:22][CH2:23][NH:24][C:16]2[N:15]=[C:14]([S:18][CH3:19])[N:13]=[C:12]([Cl:20])[C:11]=2[C:9]1=[O:10], predict the reactants needed to synthesize it. (9) Given the product [Cl:1][C:2]1[CH:3]=[C:4]([NH:8][C:9]2[C:10](=[O:26])[N:11]([CH2:24][CH3:25])[N:12]=[C:13]([C:18]3[CH:19]=[CH:20][CH:21]=[CH:22][CH:23]=3)[C:14]=2[CH:15]=[CH2:16])[CH:5]=[CH:6][CH:7]=1, predict the reactants needed to synthesize it. The reactants are: [Cl:1][C:2]1[CH:3]=[C:4]([NH:8][C:9]2[C:10](=[O:26])[N:11]([CH2:24][CH3:25])[N:12]=[C:13]([C:18]3[CH:23]=[CH:22][CH:21]=[CH:20][CH:19]=3)[C:14]=2[CH:15](O)[CH3:16])[CH:5]=[CH:6][CH:7]=1. (10) Given the product [Br:1][C:2]1[CH:12]=[CH:11][C:5]2[N:6]([CH3:10])[C:7](=[O:9])[N:8]([CH2:21][CH2:22][N:23]3[CH2:28][CH2:27][O:26][CH2:25][CH2:24]3)[C:4]=2[C:3]=1[O:13][CH2:14][CH:15]1[CH2:18][CH2:17][CH2:16]1, predict the reactants needed to synthesize it. The reactants are: [Br:1][C:2]1[CH:12]=[CH:11][C:5]2[N:6]([CH3:10])[C:7](=[O:9])[NH:8][C:4]=2[C:3]=1[O:13][CH2:14][CH:15]1[CH2:18][CH2:17][CH2:16]1.Cl.Br[CH2:21][CH2:22][N:23]1[CH2:28][CH2:27][O:26][CH2:25][CH2:24]1.